From a dataset of Full USPTO retrosynthesis dataset with 1.9M reactions from patents (1976-2016). Predict the reactants needed to synthesize the given product. (1) The reactants are: [CH2:1]([C@H:8]1[CH2:12][O:11][C:10](=[O:13])[N:9]1[CH2:14][C:15]1[CH:20]=[C:19]([C:21]([F:24])([F:23])[F:22])[CH:18]=[CH:17][C:16]=1I)[C:2]1[CH:7]=[CH:6][CH:5]=[CH:4][CH:3]=1.[CH3:26][O:27][C:28]1[CH:33]=[CH:32][C:31]([CH:34]([CH3:36])[CH3:35])=[CH:30][C:29]=1B(O)O.C([O-])([O-])=O.[K+].[K+]. Given the product [CH2:1]([C@H:8]1[CH2:12][O:11][C:10](=[O:13])[N:9]1[CH2:14][C:15]1[CH:20]=[C:19]([C:21]([F:24])([F:23])[F:22])[CH:18]=[CH:17][C:16]=1[C:33]1[CH:32]=[C:31]([CH:34]([CH3:36])[CH3:35])[CH:30]=[CH:29][C:28]=1[O:27][CH3:26])[C:2]1[CH:7]=[CH:6][CH:5]=[CH:4][CH:3]=1, predict the reactants needed to synthesize it. (2) Given the product [F:1][C:2]([F:12])([F:11])[C:3]1[CH:10]=[CH:9][CH:8]=[CH:7][C:4]=1[CH:5]=[N:15][OH:13], predict the reactants needed to synthesize it. The reactants are: [F:1][C:2]([F:12])([F:11])[C:3]1[CH:10]=[CH:9][CH:8]=[CH:7][C:4]=1[CH:5]=O.[OH-:13].[Na+].[NH2:15]O.Cl. (3) Given the product [F:1][C:2]1[CH:3]=[C:4]([NH:24][C:32]([C:29]2[C:28](=[O:35])[N:27]([C:36]3[CH:37]=[CH:38][CH:39]=[CH:40][CH:41]=3)[N:26]([CH3:25])[C:30]=2[CH3:31])=[O:33])[CH:5]=[CH:6][C:7]=1[O:8][C:9]1[CH:14]=[CH:13][N:12]=[C:11]2[NH:15][C:16]([C:18]3[CH:23]=[CH:22][CH:21]=[CH:20][CH:19]=3)=[CH:17][C:10]=12, predict the reactants needed to synthesize it. The reactants are: [F:1][C:2]1[CH:3]=[C:4]([NH2:24])[CH:5]=[CH:6][C:7]=1[O:8][C:9]1[CH:14]=[CH:13][N:12]=[C:11]2[NH:15][C:16]([C:18]3[CH:23]=[CH:22][CH:21]=[CH:20][CH:19]=3)=[CH:17][C:10]=12.[CH3:25][N:26]1[C:30]([CH3:31])=[C:29]([C:32](O)=[O:33])[C:28](=[O:35])[N:27]1[C:36]1[CH:41]=[CH:40][CH:39]=[CH:38][CH:37]=1.CN(C(ON1N=NC2C=CC=NC1=2)=[N+](C)C)C.F[P-](F)(F)(F)(F)F.C(N(CC)CC)C. (4) Given the product [CH3:38][N:21]([CH3:20])[CH2:22][CH2:23][CH2:24][N:25]([CH3:37])[C:26]1[CH:31]=[CH:30][C:29]([NH:32][C:17](=[O:19])[CH2:16][C:13]2[CH:12]=[CH:11][C:10]([N:3]3[C:4]4=[N:5][CH:6]=[CH:7][CH:8]=[C:9]4[N:1]=[CH:2]3)=[CH:15][CH:14]=2)=[CH:28][C:27]=1[C:33]([F:34])([F:36])[F:35], predict the reactants needed to synthesize it. The reactants are: [N:1]1[C:9]2[C:4](=[N:5][CH:6]=[CH:7][CH:8]=2)[N:3]([C:10]2[CH:15]=[CH:14][C:13]([CH2:16][C:17]([OH:19])=O)=[CH:12][CH:11]=2)[CH:2]=1.[CH3:20][N:21]([CH3:38])[CH2:22][CH2:23][CH2:24][N:25]([CH3:37])[C:26]1[CH:31]=[CH:30][C:29]([NH2:32])=[CH:28][C:27]=1[C:33]([F:36])([F:35])[F:34].